Dataset: Full USPTO retrosynthesis dataset with 1.9M reactions from patents (1976-2016). Task: Predict the reactants needed to synthesize the given product. (1) Given the product [CH3:38][O:37][CH2:36][CH2:35][O:34][C@@H:22]1[C@H:21]([CH3:39])[C@@H:20]([CH2:19][OH:18])[O:24][C@H:23]1[N:25]1[CH:32]=[C:31]([CH3:33])[C:29](=[O:30])[NH:28][C:26]1=[O:27], predict the reactants needed to synthesize it. The reactants are: [Si]([O:18][CH2:19][C@H:20]1[O:24][C@@H:23]([N:25]2[CH:32]=[C:31]([CH3:33])[C:29](=[O:30])[NH:28][C:26]2=[O:27])[C@H:22]([O:34][CH2:35][CH2:36][O:37][CH3:38])[C@@H:21]1[CH2:39]I)(C(C)(C)C)(C1C=CC=CC=1)C1C=CC=CC=1.F.F.F.C(N(CC)CC)C. (2) The reactants are: CS(O[CH2:6][C:7]1([CH2:30][CH2:31]OS(C)(=O)=O)O[N:10]=[C:9]([C:12]2[C:13]([NH:23][CH:24]3[CH2:29][CH2:28][CH2:27][CH2:26][CH2:25]3)=[C:14]3[CH:20]=[N:19][N:18]([CH2:21][CH3:22])[C:15]3=[N:16][CH:17]=2)[CH2:8]1)(=O)=O.[S-2:37].[Na+].[Na+].[OH2:40]. Given the product [CH:24]1([NH:23][C:13]2[C:14]3[CH:20]=[N:19][N:18]([CH2:21][CH3:22])[C:15]=3[N:16]=[CH:17][C:12]=2[C:9]2[CH2:8][C:7]3([CH2:30][CH2:31][S:37][CH2:6]3)[O:40][N:10]=2)[CH2:25][CH2:26][CH2:27][CH2:28][CH2:29]1, predict the reactants needed to synthesize it. (3) Given the product [O:3]=[C:2]([C:21]1[N:20]2[C:15]([CH:16]=[CH:17][CH:18]=[CH:19]2)=[CH:14][C:13]=1[C:7]1[CH:12]=[CH:11][CH:10]=[CH:9][CH:8]=1)[C:1]([Cl:6])=[O:5], predict the reactants needed to synthesize it. The reactants are: [C:1]([Cl:6])(=[O:5])[C:2](Cl)=[O:3].[C:7]1([C:13]2[CH:14]=[C:15]3[N:20]([CH:21]=2)[CH:19]=[CH:18][CH:17]=[CH:16]3)[CH:12]=[CH:11][CH:10]=[CH:9][CH:8]=1. (4) Given the product [Br:1][C:10]1[CH:11]=[C:6]([N+:3]([O-:5])=[O:4])[CH:7]=[C:8]([C:13]([F:14])([F:15])[F:16])[C:9]=1[NH2:12], predict the reactants needed to synthesize it. The reactants are: [Br:1]Br.[N+:3]([C:6]1[CH:11]=[CH:10][C:9]([NH2:12])=[C:8]([C:13]([F:16])([F:15])[F:14])[CH:7]=1)([O-:5])=[O:4].O.